Dataset: Peptide-MHC class I binding affinity with 185,985 pairs from IEDB/IMGT. Task: Regression. Given a peptide amino acid sequence and an MHC pseudo amino acid sequence, predict their binding affinity value. This is MHC class I binding data. (1) The MHC is H-2-Kb with pseudo-sequence H-2-Kb. The binding affinity (normalized) is 0.205. The peptide sequence is YIPPYCTI. (2) The binding affinity (normalized) is 0.0847. The peptide sequence is AQIGVIGVF. The MHC is HLA-A01:01 with pseudo-sequence HLA-A01:01. (3) The peptide sequence is GRRATAILR. The MHC is HLA-B07:02 with pseudo-sequence HLA-B07:02. The binding affinity (normalized) is 0.0847. (4) The peptide sequence is SSSVDVDIY. The MHC is HLA-A11:01 with pseudo-sequence HLA-A11:01. The binding affinity (normalized) is 0.0125. (5) The peptide sequence is TSIGDKMQK. The MHC is HLA-A02:07 with pseudo-sequence HLA-A02:07. The binding affinity (normalized) is 0.00298. (6) The peptide sequence is CPIRGWAI. The MHC is H-2-Kb with pseudo-sequence H-2-Kb. The binding affinity (normalized) is 0.0735.